Predict which catalyst facilitates the given reaction. From a dataset of Catalyst prediction with 721,799 reactions and 888 catalyst types from USPTO. Product: [F:1][C:2]1[CH:7]=[CH:6][CH:5]=[CH:4][C:3]=1[N:8]1[C:16]2[C:11](=[C:12]([N:17]3[CH2:24][C@@H:23]4[C@@H:19]([N:20]([C:29](=[O:30])[CH2:28][C:27]([OH:26])([CH3:33])[CH3:32])[CH2:21][CH2:22]4)[C:18]3=[O:25])[CH:13]=[CH:14][CH:15]=2)[CH:10]=[N:9]1. The catalyst class is: 42. Reactant: [F:1][C:2]1[CH:7]=[CH:6][CH:5]=[CH:4][C:3]=1[N:8]1[C:16]2[C:11](=[C:12]([N:17]3[CH2:24][C@@H:23]4[C@@H:19]([NH:20][CH2:21][CH2:22]4)[C:18]3=[O:25])[CH:13]=[CH:14][CH:15]=2)[CH:10]=[N:9]1.[OH:26][C:27]([CH3:33])([CH3:32])[CH2:28][C:29](O)=[O:30].C(N(CC)CC)C.F[P-](F)(F)(F)(F)F.CN(C(N1C2C(=NC=CC=2)[N+]([O-])=N1)=[N+](C)C)C.